Dataset: Reaction yield outcomes from USPTO patents with 853,638 reactions. Task: Predict the reaction yield, written as a fraction of the theoretical maximum amount of product (1.0 means a 100% yield; for example, 0.34 means a 34% yield). (1) The reactants are [CH:1]([O:3][C@@H:4]1[CH2:9][C@H:8]([CH3:10])[CH2:7][CH2:6][C@H:5]1[C:11](=[O:13])[CH3:12])=O.C([C@@H:19]1[CH2:24][CH2:23][C@@H:22](C)[CH2:21][C@H:20]1OCC1C=CC=CC=1)=CC(=C)C. No catalyst specified. The product is [C:11]([C@@H:5]1[CH2:6][CH2:7][C@@H:8]([CH3:10])[CH2:9][C@H:4]1[O:3][CH2:1][C:19]1[CH:24]=[CH:23][CH:22]=[CH:21][CH:20]=1)(=[O:13])[CH3:12]. The yield is 0.800. (2) The reactants are [F:1][C:2]1[CH:7]=[CH:6][C:5]([C:8]2[C:13]([C:14]3[CH:19]=[CH:18][N:17]=[CH:16][CH:15]=3)=[C:12]([C:20]3[CH:25]=[CH:24][C:23]([F:26])=[CH:22][CH:21]=3)[N:11]=[C:10]3[NH:27][N:28]=[CH:29][C:9]=23)=[CH:4][CH:3]=1.[OH-].[K+].Cl[CH2:33][C:34]1[CH:39]=[CH:38][C:37]([S:40][CH3:41])=[CH:36][CH:35]=1. The catalyst is CN(C=O)C. The product is [F:1][C:2]1[CH:7]=[CH:6][C:5]([C:8]2[C:9]3[C:10](=[N:27][N:28]([CH2:33][C:34]4[CH:39]=[CH:38][C:37]([S:40][CH3:41])=[CH:36][CH:35]=4)[CH:29]=3)[N:11]=[C:12]([C:20]3[CH:25]=[CH:24][C:23]([F:26])=[CH:22][CH:21]=3)[C:13]=2[C:14]2[CH:15]=[CH:16][N:17]=[CH:18][CH:19]=2)=[CH:4][CH:3]=1.[F:1][C:2]1[CH:7]=[CH:6][C:5]([C:8]2[C:13]([C:14]3[CH:15]=[CH:16][N:17]=[CH:18][CH:19]=3)=[C:12]([C:20]3[CH:25]=[CH:24][C:23]([F:26])=[CH:22][CH:21]=3)[N:11]=[C:10]3[N:27]([CH2:33][C:34]4[CH:39]=[CH:38][C:37]([S:40][CH3:41])=[CH:36][CH:35]=4)[N:28]=[CH:29][C:9]=23)=[CH:4][CH:3]=1. The yield is 0.250. (3) The reactants are [F:1][C:2]1[CH:10]=[C:9]2[C:5]([C:6]([C:18]([OH:20])=O)=[N:7][N:8]2[C:11]2[CH:16]=[C:15]([I:17])[CH:14]=[CH:13][N:12]=2)=[CH:4][CH:3]=1.[Cl-].[NH4+:22]. No catalyst specified. The product is [F:1][C:2]1[CH:10]=[C:9]2[C:5]([C:6]([C:18]([NH2:22])=[O:20])=[N:7][N:8]2[C:11]2[CH:16]=[C:15]([I:17])[CH:14]=[CH:13][N:12]=2)=[CH:4][CH:3]=1. The yield is 0.630. (4) The reactants are [CH3:1][CH:2]([OH:4])[CH3:3].[H-].[Na+].[F:7][C:8]1[CH:9]=[C:10]([CH:13]=[C:14]([F:16])[CH:15]=1)[CH2:11]Br. The catalyst is CN(C=O)C. The product is [F:7][C:8]1[CH:9]=[C:10]([CH2:11][O:4][CH:2]([CH3:3])[CH3:1])[CH:13]=[C:14]([F:16])[CH:15]=1. The yield is 0.540.